This data is from Full USPTO retrosynthesis dataset with 1.9M reactions from patents (1976-2016). The task is: Predict the reactants needed to synthesize the given product. (1) Given the product [CH3:19][C:20]1[C:24]([CH3:25])=[C:23]([NH:26][C:27]([N:16]2[CH2:17][CH2:18][C:12]3([CH2:11][CH:10]([C:6]4[CH:7]=[CH:8][CH:9]=[C:4]([CH2:2][CH3:3])[CH:5]=4)[CH2:13]3)[CH2:14][CH2:15]2)=[O:28])[O:22][N:21]=1, predict the reactants needed to synthesize it. The reactants are: Cl.[CH2:2]([C:4]1[CH:5]=[C:6]([CH:10]2[CH2:13][C:12]3([CH2:18][CH2:17][NH:16][CH2:15][CH2:14]3)[CH2:11]2)[CH:7]=[CH:8][CH:9]=1)[CH3:3].[CH3:19][C:20]1[C:24]([CH3:25])=[C:23]([NH:26][C:27](=O)[O:28]C2C=CC=CC=2)[O:22][N:21]=1.C(N(C(C)C)CC)(C)C. (2) Given the product [CH3:8][C:5]1[CH:6]=[CH:7][C:2]([CH2:9][CH2:10][CH3:11])=[N:3][CH:4]=1, predict the reactants needed to synthesize it. The reactants are: Br[C:2]1[CH:7]=[CH:6][C:5]([CH3:8])=[CH:4][N:3]=1.[CH2:9](B(O)O)[CH2:10][CH3:11]. (3) Given the product [Br:1][C:2]1[CH:7]=[CH:6][N:5]([CH2:11][C@H:10]([OH:9])[CH2:12][N:13]2[CH2:22][CH2:21][C:20]3[C:15](=[CH:16][CH:17]=[CH:18][CH:19]=3)[CH2:14]2)[C:4](=[O:8])[CH:3]=1, predict the reactants needed to synthesize it. The reactants are: [Br:1][C:2]1[CH:7]=[CH:6][NH:5][C:4](=[O:8])[CH:3]=1.[O:9]1[CH2:11][C@H:10]1[CH2:12][N:13]1[CH2:22][CH2:21][C:20]2[C:15](=[CH:16][CH:17]=[CH:18][CH:19]=2)[CH2:14]1. (4) Given the product [NH2:1][C:2]1[N:7]=[C:6]([CH3:8])[C:5]([CH2:9][C:10]2[CH:32]=[CH:31][C:13]([O:14][CH2:15][CH2:16][O:17][CH2:18][CH2:19][C:20]([P:23](=[O:24])([OH:27])[OH:30])([F:22])[F:21])=[CH:12][C:11]=2[O:33][CH3:34])=[C:4]([NH:35][CH2:36][CH2:37][CH2:38][CH2:39][CH3:40])[N:3]=1, predict the reactants needed to synthesize it. The reactants are: [NH2:1][C:2]1[N:7]=[C:6]([CH3:8])[C:5]([CH2:9][C:10]2[CH:32]=[CH:31][C:13]([O:14][CH2:15][CH2:16][O:17][CH2:18][CH2:19][C:20]([P:23](=[O:30])([O:27]CC)[O:24]CC)([F:22])[F:21])=[CH:12][C:11]=2[O:33][CH3:34])=[C:4]([NH:35][CH2:36][CH2:37][CH2:38][CH2:39][CH3:40])[N:3]=1.C[Si](Br)(C)C. (5) Given the product [F:45][C:46]1[N:51]=[C:50]([CH:52]([CH3:56])[C:53]([NH:14][C:11]2[CH:12]=[CH:13][C:8]([C:6]3[CH:5]=[CH:4][N:3]=[C:2]([CH3:1])[CH:7]=3)=[CH:9][CH:10]=2)=[O:54])[CH:49]=[CH:48][CH:47]=1, predict the reactants needed to synthesize it. The reactants are: [CH3:1][C:2]1[CH:7]=[C:6]([C:8]2[CH:13]=[CH:12][C:11]([NH2:14])=[CH:10][CH:9]=2)[CH:5]=[CH:4][N:3]=1.Cl.CN(C)CCCN=C=NCC.ON1C2C=CC=CC=2N=N1.C(N(CC)CC)C.Cl.[F:45][C:46]1[N:51]=[C:50]([CH:52]([CH3:56])[C:53](O)=[O:54])[CH:49]=[CH:48][CH:47]=1.